Dataset: NCI-60 drug combinations with 297,098 pairs across 59 cell lines. Task: Regression. Given two drug SMILES strings and cell line genomic features, predict the synergy score measuring deviation from expected non-interaction effect. (1) Drug 1: CN(C)C1=NC(=NC(=N1)N(C)C)N(C)C. Drug 2: CC12CCC3C(C1CCC2O)C(CC4=C3C=CC(=C4)O)CCCCCCCCCS(=O)CCCC(C(F)(F)F)(F)F. Cell line: SR. Synergy scores: CSS=-4.51, Synergy_ZIP=1.55, Synergy_Bliss=-1.58, Synergy_Loewe=-3.13, Synergy_HSA=-3.21. (2) Drug 1: C1CCC(C1)C(CC#N)N2C=C(C=N2)C3=C4C=CNC4=NC=N3. Drug 2: C1C(C(OC1N2C=NC3=C(N=C(N=C32)Cl)N)CO)O. Cell line: UO-31. Synergy scores: CSS=12.6, Synergy_ZIP=-5.92, Synergy_Bliss=-5.96, Synergy_Loewe=-3.75, Synergy_HSA=-3.36.